This data is from Full USPTO retrosynthesis dataset with 1.9M reactions from patents (1976-2016). The task is: Predict the reactants needed to synthesize the given product. Given the product [CH:28]1([N:21]2[C:22]3[CH:27]=[CH:26][N:25]=[CH:24][C:23]=3[N:19]([CH2:18][C:9]3[N:10]([CH2:11][CH2:12][CH2:13][C:14]([F:15])([F:17])[F:16])[C:5]4[C:6]([N:8]=3)=[N:7][CH:2]=[CH:3][CH:4]=4)[C:20]2=[O:31])[CH2:30][CH2:29]1, predict the reactants needed to synthesize it. The reactants are: Cl[C:2]1[N:7]=[C:6]2[N:8]=[C:9]([CH2:18][N:19]3[C:23]4[CH:24]=[N:25][CH:26]=[CH:27][C:22]=4[N:21]([CH:28]4[CH2:30][CH2:29]4)[C:20]3=[O:31])[N:10]([CH2:11][CH2:12][CH2:13][C:14]([F:17])([F:16])[F:15])[C:5]2=[CH:4][CH:3]=1.